Dataset: Peptide-MHC class II binding affinity with 134,281 pairs from IEDB. Task: Regression. Given a peptide amino acid sequence and an MHC pseudo amino acid sequence, predict their binding affinity value. This is MHC class II binding data. (1) The peptide sequence is TLELLYADTVAFCFR. The binding affinity (normalized) is 0.563. The MHC is DRB4_0101 with pseudo-sequence DRB4_0103. (2) The peptide sequence is VIIHGLHLYGCSTSV. The MHC is HLA-DQA10501-DQB10301 with pseudo-sequence HLA-DQA10501-DQB10301. The binding affinity (normalized) is 0.561.